This data is from Peptide-MHC class I binding affinity with 185,985 pairs from IEDB/IMGT. The task is: Regression. Given a peptide amino acid sequence and an MHC pseudo amino acid sequence, predict their binding affinity value. This is MHC class I binding data. (1) The MHC is HLA-A02:02 with pseudo-sequence HLA-A02:02. The binding affinity (normalized) is 0.0921. The peptide sequence is WTGNYFTDT. (2) The peptide sequence is MIRWLGGIL. The MHC is HLA-A24:02 with pseudo-sequence HLA-A24:02. The binding affinity (normalized) is 0. (3) The peptide sequence is RQAGVQYSR. The MHC is HLA-B51:01 with pseudo-sequence HLA-B51:01. The binding affinity (normalized) is 0. (4) The peptide sequence is IVTRIVELL. The MHC is HLA-B54:01 with pseudo-sequence HLA-B54:01. The binding affinity (normalized) is 0.0664. (5) The peptide sequence is TILGIGTVL. The MHC is HLA-A02:02 with pseudo-sequence HLA-A02:02. The binding affinity (normalized) is 0.202.